This data is from Reaction yield outcomes from USPTO patents with 853,638 reactions. The task is: Predict the reaction yield, written as a fraction of the theoretical maximum amount of product (1.0 means a 100% yield; for example, 0.34 means a 34% yield). (1) The reactants are [Br:1][C:2]1[CH:7]=[CH:6][C:5](/[CH:8]=[CH:9]/[C:10]2[NH:11][CH:12]=[C:13]([C:15]3[CH:20]=[CH:19][C:18]([Cl:21])=[CH:17][C:16]=3[Cl:22])[N:14]=2)=[CH:4][CH:3]=1.[CH2:23](Br)[CH3:24]. No catalyst specified. The product is [Br:1][C:2]1[CH:7]=[CH:6][C:5](/[CH:8]=[CH:9]/[C:10]2[N:11]([CH2:23][CH3:24])[CH:12]=[C:13]([C:15]3[CH:20]=[CH:19][C:18]([Cl:21])=[CH:17][C:16]=3[Cl:22])[N:14]=2)=[CH:4][CH:3]=1. The yield is 0.870. (2) The reactants are [Br:1][C:2]1[CH:22]=[N:21][C:5]2[NH:6][C:7](=[O:20])[CH2:8][N:9](CC3C=CC(OC)=CC=3)[CH2:10][C:4]=2[CH:3]=1.CC(Cl)OC([Cl:28])=O. The catalyst is ClC(Cl)C.CO. The product is [ClH:28].[Br:1][C:2]1[CH:22]=[N:21][C:5]2[NH:6][C:7](=[O:20])[CH2:8][NH:9][CH2:10][C:4]=2[CH:3]=1. The yield is 0.460. (3) The reactants are C1C(=O)N([Br:8])C(=O)C1.[F:9][C:10]1[CH:15]=[CH:14][C:13]([C:16]2[O:33][C:19]3=[N:20][CH:21]=[C:22]([C:24]4[CH:25]=[C:26]([CH:30]=[CH:31][CH:32]=4)[C:27]([OH:29])=[O:28])[CH:23]=[C:18]3[CH:17]=2)=[CH:12][CH:11]=1.CN(C=O)C. The catalyst is C1COCC1. The product is [Br:8][C:17]1[C:18]2[C:19](=[N:20][CH:21]=[C:22]([C:24]3[CH:25]=[C:26]([CH:30]=[CH:31][CH:32]=3)[C:27]([OH:29])=[O:28])[CH:23]=2)[O:33][C:16]=1[C:13]1[CH:12]=[CH:11][C:10]([F:9])=[CH:15][CH:14]=1. The yield is 0.530. (4) The reactants are [CH:1]([C:4]1[CH:9]=[CH:8][C:7]([CH:10]2[C:14]3[C:15]([CH3:29])=[C:16]([NH:21][C:22](=[O:28])[CH2:23][C:24]([CH3:27])([CH3:26])[CH3:25])[C:17]([CH3:20])=[C:18]([CH3:19])[C:13]=3[O:12][CH2:11]2)=[CH:6][C:5]=1[O:30]C)([CH3:3])[CH3:2].B(Br)(Br)Br.O. The catalyst is ClCCl. The product is [OH:30][C:5]1[CH:6]=[C:7]([CH:10]2[C:14]3[C:15]([CH3:29])=[C:16]([NH:21][C:22](=[O:28])[CH2:23][C:24]([CH3:27])([CH3:26])[CH3:25])[C:17]([CH3:20])=[C:18]([CH3:19])[C:13]=3[O:12][CH2:11]2)[CH:8]=[CH:9][C:4]=1[CH:1]([CH3:3])[CH3:2]. The yield is 0.960. (5) The reactants are [Cl:1][CH:2]1[NH:7][NH:6][CH:5]([NH2:8])[CH2:4][CH2:3]1.Br[CH2:10][CH:11](OC)OC.Br. The catalyst is C(O)C. The product is [Cl:1][C:2]1[CH:3]=[CH:4][C:5]2[N:6]([CH:10]=[CH:11][N:8]=2)[N:7]=1. The yield is 0.570. (6) The reactants are [CH3:1][O:2][C:3](=[O:29])[C@H:4]([CH2:21][C:22]1[CH:27]=[CH:26][C:25]([NH2:28])=[CH:24][CH:23]=1)[NH:5][C:6]([C:8]1([CH2:13][CH2:14][CH2:15][CH2:16][S:17]([CH3:20])(=[O:19])=[O:18])[CH2:12][CH2:11][CH2:10][CH2:9]1)=[S:7].[Cl:30][C:31]1[CH:39]=[CH:38][CH:37]=[C:36]([Cl:40])[C:32]=1[C:33](Cl)=[O:34].C(N(C(C)C)CC)(C)C. The catalyst is ClCCl.O. The product is [CH3:1][O:2][C:3](=[O:29])[C@H:4]([CH2:21][C:22]1[CH:27]=[CH:26][C:25]([NH:28][C:33]([C:32]2[C:31]([Cl:30])=[CH:39][CH:38]=[CH:37][C:36]=2[Cl:40])=[O:34])=[CH:24][CH:23]=1)[NH:5][C:6]([C:8]1([CH2:13][CH2:14][CH2:15][CH2:16][S:17]([CH3:20])(=[O:19])=[O:18])[CH2:12][CH2:11][CH2:10][CH2:9]1)=[S:7]. The yield is 0.990. (7) The reactants are [O:1]1[CH2:5][CH2:4][C@H:3]([NH:6][C:7]2[CH:14]=[C:13]([N:15]3[C:23]4[CH2:22][C:21]([CH3:25])([CH3:24])[CH2:20][C:19](=[O:26])[C:18]=4[C:17]([CH3:27])=[CH:16]3)[CH:12]=[CH:11][C:8]=2[C:9]#[N:10])[CH2:2]1.[OH-:28].[Na+].OO.[NH4+].[Cl-]. The catalyst is CCO.CS(C)=O. The product is [O:1]1[CH2:5][CH2:4][CH:3]([NH:6][C:7]2[CH:14]=[C:13]([N:15]3[C:23]4[CH2:22][C:21]([CH3:24])([CH3:25])[CH2:20][C:19](=[O:26])[C:18]=4[C:17]([CH3:27])=[CH:16]3)[CH:12]=[CH:11][C:8]=2[C:9]([NH2:10])=[O:28])[CH2:2]1. The yield is 0.180. (8) The reactants are [C:1]1([CH2:7][CH2:8][CH:9]([OH:22])[CH2:10][CH2:11][C:12]2[CH:17]=[CH:16][C:15]([C:18]([F:21])([F:20])[F:19])=[CH:14][CH:13]=2)[CH:6]=[CH:5][CH:4]=[CH:3][CH:2]=1.[H-].[Na+].Cl[S:26]([N:29]=C=O)(=[O:28])=[O:27].C(O)=O. The catalyst is CC#N.CN(C=O)C. The product is [S:26](=[O:28])(=[O:27])([O:22][CH:9]([CH2:10][CH2:11][C:12]1[CH:13]=[CH:14][C:15]([C:18]([F:20])([F:21])[F:19])=[CH:16][CH:17]=1)[CH2:8][CH2:7][C:1]1[CH:2]=[CH:3][CH:4]=[CH:5][CH:6]=1)[NH2:29]. The yield is 0.610. (9) The reactants are C1(P(=O)(C2C=CC=CC=2)C2C=CC=CC=2)C=CC=CC=1.FC(F)(F)S(OS(C(F)(F)F)(=O)=O)(=O)=O.C([S:43][CH:44]([C:69]#[N:70])[CH2:45][NH:46][C:47]([C:49]1[NH:50][C:51]2[C:56]([CH:57]=1)=[C:55]([CH3:58])[CH:54]=[CH:53][C:52]=2[N:59]([CH3:68])[S:60]([C:63]1[S:64][CH:65]=[CH:66][CH:67]=1)(=[O:62])=[O:61])=O)C1C=CC=CC=1.CSC.C(=O)([O-])O.[Na+]. The catalyst is C(#N)C. The product is [C:69]([CH:44]1[S:43][C:47]([C:49]2[NH:50][C:51]3[C:56]([CH:57]=2)=[C:55]([CH3:58])[CH:54]=[CH:53][C:52]=3[N:59]([CH3:68])[S:60]([C:63]2[S:64][CH:65]=[CH:66][CH:67]=2)(=[O:62])=[O:61])=[N:46][CH2:45]1)#[N:70]. The yield is 0.670. (10) The reactants are [OH-].[Li+].C[O:4][C:5]([C:7]1[C:15]2[C:10](=[CH:11][C:12]([N:16]3[CH2:21][CH2:20][CH:19]([O:22][CH2:23][C:24]4[C:25]([C:32]5[C:37]([Cl:38])=[CH:36][CH:35]=[CH:34][C:33]=5[Cl:39])=[N:26][O:27][C:28]=4[CH:29]4[CH2:31][CH2:30]4)[CH2:18][CH2:17]3)=[CH:13][CH:14]=2)[N:9]([CH3:40])[CH:8]=1)=[O:6]. The catalyst is O1CCOCC1. The product is [CH:29]1([C:28]2[O:27][N:26]=[C:25]([C:32]3[C:33]([Cl:39])=[CH:34][CH:35]=[CH:36][C:37]=3[Cl:38])[C:24]=2[CH2:23][O:22][CH:19]2[CH2:20][CH2:21][N:16]([C:12]3[CH:11]=[C:10]4[C:15]([C:7]([C:5]([OH:6])=[O:4])=[CH:8][N:9]4[CH3:40])=[CH:14][CH:13]=3)[CH2:17][CH2:18]2)[CH2:30][CH2:31]1. The yield is 0.870.